From a dataset of Reaction yield outcomes from USPTO patents with 853,638 reactions. Predict the reaction yield, written as a fraction of the theoretical maximum amount of product (1.0 means a 100% yield; for example, 0.34 means a 34% yield). (1) The reactants are [Cl-].[CH3:2][O:3][CH2:4][P+](C1C=CC=CC=1)(C1C=CC=CC=1)C1C=CC=CC=1.[Li+].CC([N-]C(C)C)C.[S:32]1[CH2:37][CH2:36][C:35](=O)[CH2:34][CH2:33]1. The catalyst is C1COCC1.C1COCC1.CCCCCCC.C(C1C=CC=CC=1)C. The product is [CH3:2][O:3][CH:4]=[C:35]1[CH2:36][CH2:37][S:32][CH2:33][CH2:34]1. The yield is 0.500. (2) The reactants are [F:1][C:2]1[CH:3]=[C:4]([CH:10]=[C:11]([F:20])[C:12]=1[C:13]([CH3:19])([CH3:18])[C:14]([F:17])([F:16])[F:15])[O:5][CH2:6][C:7](O)=[O:8].Cl.[NH2:22][C@@H:23]([C:25]1[CH:30]=[CH:29][C:28]([NH:31][S:32]([CH3:35])(=[O:34])=[O:33])=[C:27]([CH3:36])[CH:26]=1)[CH3:24].C(N(CC)CC)C.F[P-](F)(F)(F)(F)F.N1(OC(N(C)C)=[N+](C)C)C2C=CC=CC=2N=N1. The catalyst is CN(C)C=O. The product is [F:20][C:11]1[CH:10]=[C:4]([CH:3]=[C:2]([F:1])[C:12]=1[C:13]([CH3:18])([CH3:19])[C:14]([F:16])([F:15])[F:17])[O:5][CH2:6][C:7]([NH:22][C@@H:23]([C:25]1[CH:30]=[CH:29][C:28]([NH:31][S:32]([CH3:35])(=[O:34])=[O:33])=[C:27]([CH3:36])[CH:26]=1)[CH3:24])=[O:8]. The yield is 0.500. (3) The reactants are C([O:8][C:9]1[CH:14]=[CH:13][CH:12]=[CH:11][C:10]=1[C:15]1[N:16]=[CH:17][O:18][CH:19]=1)C1C=CC=CC=1. The catalyst is ClCCl.[Pd]. The product is [O:18]1[CH:19]=[C:15]([C:10]2[CH:11]=[CH:12][CH:13]=[CH:14][C:9]=2[OH:8])[N:16]=[CH:17]1. The yield is 0.900. (4) The reactants are [F:1][C:2]([F:13])([F:12])[C:3]1[C:11]2[CH2:10][CH2:9][CH2:8][CH2:7][C:6]=2[NH:5][N:4]=1.CC(C)([O-])C.[K+].[I-].[K+].Br[CH2:23][CH2:24][CH:25]([CH3:30])[C:26]([O:28][CH3:29])=[O:27]. The catalyst is O.CN(C=O)C. The product is [CH3:30][CH:25]([CH2:24][CH2:23][N:5]1[C:6]2[CH2:7][CH2:8][CH2:9][CH2:10][C:11]=2[C:3]([C:2]([F:1])([F:12])[F:13])=[N:4]1)[C:26]([O:28][CH3:29])=[O:27]. The yield is 0.460. (5) The reactants are [NH:1]1[C:9]2[C:4](=[CH:5][CH:6]=[CH:7][CH:8]=2)[CH2:3][C:2]1=[O:10].[CH2:11]([Li])[CH2:12][CH2:13][CH3:14].CN(C)CCN(C)C.ICCCCI. The catalyst is C1COCC1.O. The product is [NH:1]1[C:9]2[C:4](=[CH:5][CH:6]=[CH:7][CH:8]=2)[C:3]2([CH2:14][CH2:13][CH2:12][CH2:11]2)[C:2]1=[O:10]. The yield is 0.500.